From a dataset of Full USPTO retrosynthesis dataset with 1.9M reactions from patents (1976-2016). Predict the reactants needed to synthesize the given product. (1) The reactants are: Br[C:2]1[C:3]([F:17])=[C:4]2[O:8][C:7]([CH:9]3[CH2:11][CH2:10]3)=[N:6][C:5]2=[C:12]([C:15]#[N:16])[C:13]=1[CH3:14].C([Sn](CCCC)(CCCC)[C:23]1[N:24]([CH3:28])[CH:25]=[CH:26][CH:27]=1)CCC. Given the product [CH:9]1([C:7]2[O:8][C:4]3[C:5](=[C:12]([C:15]#[N:16])[C:13]([CH3:14])=[C:2]([C:23]4[N:24]([CH3:28])[CH:25]=[CH:26][CH:27]=4)[C:3]=3[F:17])[N:6]=2)[CH2:11][CH2:10]1, predict the reactants needed to synthesize it. (2) Given the product [CH3:10][O:9][C:7]1[CH:8]=[C:3]([O:2][CH3:1])[CH:4]=[C:5](/[CH:11]=[CH:12]/[C:13]2[CH:14]=[CH:15][C:16]([OH:19])=[CH:17][CH:18]=2)[CH:6]=1.[N:20]1([C:32](=[O:33])[C:31]2[N:29]([CH3:30])[CH:28]=[N:27][C:26]=2[N:24]([CH3:25])[C:22]1=[O:23])[CH3:21], predict the reactants needed to synthesize it. The reactants are: [CH3:1][O:2][C:3]1[CH:8]=[C:7]([O:9][CH3:10])[CH:6]=[C:5](/[CH:11]=[CH:12]/[C:13]2[CH:14]=[CH:15][C:16]([OH:19])=[CH:17][CH:18]=2)[CH:4]=1.[N:20]1([C:32](=[O:33])[C:31]2[N:29]([CH3:30])[CH:28]=[N:27][C:26]=2[N:24]([CH3:25])[C:22]1=[O:23])[CH3:21]. (3) Given the product [C:1]([C:4]([C@@H:17]1[CH2:21][CH2:20][NH:19][CH2:18]1)([C:11]1[CH:12]=[CH:13][CH:14]=[CH:15][CH:16]=1)[C:5]1[CH:10]=[CH:9][CH:8]=[CH:7][CH:6]=1)(=[O:3])[NH2:2], predict the reactants needed to synthesize it. The reactants are: [C:1]([C:4]([C@@H:17]1[CH2:21][CH2:20][N:19](CCCCCCCO)[CH2:18]1)([C:11]1[CH:16]=[CH:15][CH:14]=[CH:13][CH:12]=1)[C:5]1[CH:10]=[CH:9][CH:8]=[CH:7][CH:6]=1)(=[O:3])[NH2:2].C(N(CC)C(C)C)(C)C.CS(C)=O.O. (4) Given the product [NH2:18][C:14]1[C:13]([Cl:19])=[CH:12][CH:11]=[C:10]2[C:15]=1[CH:16]=[CH:17][C:8]([N:1]1[CH2:5][CH2:4][C@@H:3]([OH:6])[CH2:2]1)=[N:9]2, predict the reactants needed to synthesize it. The reactants are: [NH:1]1[CH2:5][CH2:4][C@@H:3]([OH:6])[CH2:2]1.Cl[C:8]1[CH:17]=[CH:16][C:15]2[C:10](=[CH:11][CH:12]=[C:13]([Cl:19])[C:14]=2[NH2:18])[N:9]=1.C(N(CC)CC)C. (5) Given the product [CH2:23]([O:25][C:26]([CH:28]1[CH2:33][CH2:32][N:31]([CH2:34][C:2]2[CH:3]=[C:4]3[C:9](=[CH:10][CH:11]=2)[N:8]=[C:7]([O:12][CH:13]2[CH2:18][CH2:17][CH:16]([C:19]([CH3:22])([CH3:21])[CH3:20])[CH2:15][CH2:14]2)[CH:6]=[N:5]3)[CH2:30][CH2:29]1)=[O:27])[CH3:24], predict the reactants needed to synthesize it. The reactants are: Br[C:2]1[CH:3]=[C:4]2[C:9](=[CH:10][CH:11]=1)[N:8]=[C:7]([O:12][CH:13]1[CH2:18][CH2:17][CH:16]([C:19]([CH3:22])([CH3:21])[CH3:20])[CH2:15][CH2:14]1)[CH:6]=[N:5]2.[CH2:23]([O:25][C:26]([CH:28]1[CH2:33][CH2:32][N:31]([CH2:34][B-](F)(F)F)[CH2:30][CH2:29]1)=[O:27])[CH3:24].[K+].C(=O)([O-])[O-].[Cs+].[Cs+].O1CCCC1.O.C1(P(C2CCCCC2)C2C=CC=CC=2C2C(C(C)C)=CC(C(C)C)=CC=2C(C)C)CCCCC1. (6) Given the product [Br:18][C:19]1[CH:28]=[C:27]2[C:22]([C:23](=[O:29])[CH2:24][CH2:25][O:26]2)=[CH:21][CH:20]=1, predict the reactants needed to synthesize it. The reactants are: [H-].C([Al+]CC(C)C)C(C)C.CCCCCCC.[Br:18][C:19]1[CH:28]=[C:27]2[C:22]([C:23](=[O:29])[CH:24]=[CH:25][O:26]2)=[CH:21][CH:20]=1.